Dataset: Forward reaction prediction with 1.9M reactions from USPTO patents (1976-2016). Task: Predict the product of the given reaction. (1) Given the reactants [OH:1][C:2]1[C:9]([CH2:10][CH2:11][CH3:12])=[C:8]([OH:13])[CH:7]=[CH:6][C:3]=1[CH:4]=[O:5].Br[CH2:15][CH2:16][F:17].C(=O)([O-])[O-].[K+].[K+], predict the reaction product. The product is: [F:17][CH2:16][CH2:15][O:13][C:8]1[CH:7]=[CH:6][C:3]([CH:4]=[O:5])=[C:2]([OH:1])[C:9]=1[CH2:10][CH2:11][CH3:12]. (2) Given the reactants [NH2:1][C:2]1[C:7]([C:8]#[N:9])=[C:6]([O:10][CH2:11][CH3:12])[N:5]=[C:4]([C:13]([OH:15])=O)[CH:3]=1.Cl.C(N=C=NCCCN(C)C)C.O.ON1C2C=CC=CC=2N=N1.C(N(C(C)C)CC)(C)C.[NH2:48][CH2:49][C:50]1([CH3:63])[CH2:55][CH2:54][N:53]([C:56]([O:58][C:59]([CH3:62])([CH3:61])[CH3:60])=[O:57])[CH2:52][CH2:51]1, predict the reaction product. The product is: [NH2:1][C:2]1[C:7]([C:8]#[N:9])=[C:6]([O:10][CH2:11][CH3:12])[N:5]=[C:4]([C:13]([NH:48][CH2:49][C:50]2([CH3:63])[CH2:55][CH2:54][N:53]([C:56]([O:58][C:59]([CH3:62])([CH3:61])[CH3:60])=[O:57])[CH2:52][CH2:51]2)=[O:15])[CH:3]=1. (3) Given the reactants [CH2:1]([C:3]1[N:4]=[C:5]2[C:10](=[C:11]3[C:16]=1[CH:15]=[C:14]([F:17])[CH:13]=[CH:12]3)[CH:9]=[CH:8][CH:7]=[CH:6]2)[CH3:2].[BH4-].[Na+].FC(F)(F)C(O)=O.C1C=CC2C3C=CC=CC=3NCC=2C=1.C(N(CC)CC)C.[Cl:48][C:49]1[CH:50]=[C:51]([S:57](Cl)(=[O:59])=[O:58])[CH:52]=[CH:53][C:54]=1[O:55][CH3:56], predict the reaction product. The product is: [CH:14]1[CH:13]=[CH:12][C:11]2[C:10]3[CH:9]=[CH:8][CH:7]=[CH:6][C:5]=3[NH:4][CH2:3][C:16]=2[CH:15]=1.[CH2:1]([CH:3]1[C:16]2[C:11](=[CH:12][CH:13]=[C:14]([F:17])[CH:15]=2)[C:10]2[CH:9]=[CH:8][CH:7]=[CH:6][C:5]=2[N:4]1[S:57]([C:51]1[CH:52]=[CH:53][C:54]([O:55][CH3:56])=[C:49]([Cl:48])[CH:50]=1)(=[O:58])=[O:59])[CH3:2]. (4) Given the reactants CS(O[CH:6]([CH2:28][F:29])[CH2:7][O:8][C:9]1[CH:13]=[C:12]([C:14]2[O:15][C:16]3[CH:22]=[CH:21][C:20]([O:23][CH2:24][CH:25]4[CH2:27][CH2:26]4)=[CH:19][C:17]=3[N:18]=2)[O:11][N:10]=1)(=O)=O.[N-]=[N+]=[N-].[Na+].CS(C)=O, predict the reaction product. The product is: [CH:25]1([CH2:24][O:23][C:20]2[CH:21]=[CH:22][C:16]3[O:15][C:14]([C:12]4[O:11][N:10]=[C:9]([O:8][CH2:7][CH:6]([NH:10][C:9](=[O:8])[CH3:13])[CH2:28][F:29])[CH:13]=4)=[N:18][C:17]=3[CH:19]=2)[CH2:26][CH2:27]1.